This data is from M1 muscarinic receptor antagonist screen with 61,756 compounds. The task is: Binary Classification. Given a drug SMILES string, predict its activity (active/inactive) in a high-throughput screening assay against a specified biological target. (1) The drug is Fc1c(OCC(Oc2cc3c(c(oc3cc2)C)C(OCCOC)=O)=O)c(F)c(F)c(F)c1F. The result is 0 (inactive). (2) The compound is S\1C(CC(=O)N(C1=N/CC)CC)C(=O)Nc1cc(OCC)ccc1. The result is 0 (inactive). (3) The molecule is S(Cc1c(oc(c1)C(O)=O)C)Cc1oc(c(c1)C(O)=O)C. The result is 0 (inactive). (4) The result is 0 (inactive). The molecule is O(C(=O)C1CN(CCC1)C1=C(NCCN(Cc2ccccc2)C)C(=O)C1=O)CC. (5) The compound is n1c(c(c(c2cccnc2)c(c1N)C#N)C)C. The result is 0 (inactive). (6) The molecule is o1c2c(CN(C)C)c(O)ccc2c(=O)c(Oc2ccc(OC)cc2)c1. The result is 1 (active). (7) The molecule is O1C(C=Cc2c1c1c([nH]c2=O)cccc1)(C)C. The result is 0 (inactive).